This data is from Catalyst prediction with 721,799 reactions and 888 catalyst types from USPTO. The task is: Predict which catalyst facilitates the given reaction. (1) Reactant: [CH:1]([NH:4][C:5]1[N:10]=[C:9]([O:11]C)[C:8]([C:13]2[CH:18]=[C:17]([CH3:19])[C:16]([O:20][C:21]3[CH:26]=[CH:25][N:24]=[C:23]([C:27]4[CH:28]=[N:29][N:30]([CH3:32])[CH:31]=4)[CH:22]=3)=[CH:15][N:14]=2)=[CH:7][N:6]=1)([CH3:3])[CH3:2].Br. Product: [CH:1]([NH:4][C:5]1[NH:10][C:9](=[O:11])[C:8]([C:13]2[CH:18]=[C:17]([CH3:19])[C:16]([O:20][C:21]3[CH:26]=[CH:25][N:24]=[C:23]([C:27]4[CH:28]=[N:29][N:30]([CH3:32])[CH:31]=4)[CH:22]=3)=[CH:15][N:14]=2)=[CH:7][N:6]=1)([CH3:3])[CH3:2]. The catalyst class is: 15. (2) Reactant: [F-].[K+].[C:3]([C:5]([C:27]#[N:28])=[C:6]1[C:10]([C:11]#[N:12])=[C:9]([C:13]2[CH:18]=[CH:17][C:16]([C:19]#[C:20][Si](C)(C)C)=[CH:15][CH:14]=2)[C:8]([CH3:26])([CH3:25])[O:7]1)#[N:4].O. Product: [C:11]([C:10]1[C:6](=[C:5]([C:3]#[N:4])[C:27]#[N:28])[O:7][C:8]([CH3:26])([CH3:25])[C:9]=1[C:13]1[CH:18]=[CH:17][C:16]([C:19]#[CH:20])=[CH:15][CH:14]=1)#[N:12]. The catalyst class is: 36. (3) Reactant: [Cl:1][C:2]1[CH:3]=[C:4]([N:27]2[C:32](=[O:33])[NH:31][C:30](=[O:34])[CH:29]=[N:28]2)[CH:5]=[C:6]([Cl:26])[C:7]=1[O:8][C:9]1[CH:14]=[CH:13][C:12]([O:15]C)=[C:11]([S:17]([N:20]2[CH2:25][CH2:24][CH2:23][CH2:22][CH2:21]2)(=[O:19])=[O:18])[CH:10]=1.B(Br)(Br)Br. Product: [Cl:1][C:2]1[CH:3]=[C:4]([N:27]2[C:32](=[O:33])[NH:31][C:30](=[O:34])[CH:29]=[N:28]2)[CH:5]=[C:6]([Cl:26])[C:7]=1[O:8][C:9]1[CH:14]=[CH:13][C:12]([OH:15])=[C:11]([S:17]([N:20]2[CH2:21][CH2:22][CH2:23][CH2:24][CH2:25]2)(=[O:18])=[O:19])[CH:10]=1. The catalyst class is: 4.